Predict the product of the given reaction. From a dataset of Forward reaction prediction with 1.9M reactions from USPTO patents (1976-2016). Given the reactants C([Li])CCC.Br[C:7]1[CH:8]=[N:9][C:10]([Cl:14])=[C:11]([F:13])[CH:12]=1.B(OC)(OC)[O:16]C.[OH-].[Na+].OO, predict the reaction product. The product is: [Cl:14][C:10]1[N:9]=[CH:8][C:7]([OH:16])=[CH:12][C:11]=1[F:13].